This data is from Catalyst prediction with 721,799 reactions and 888 catalyst types from USPTO. The task is: Predict which catalyst facilitates the given reaction. The catalyst class is: 9. Reactant: [CH3:1][O:2][C:3]1[C:8]2[N:9]=[C:10]([C:12]([OH:14])=O)[S:11][C:7]=2[C:6]([N:15]2[CH2:20][CH2:19][O:18][CH2:17][CH2:16]2)=[CH:5][CH:4]=1.C(N1C=CN=C1)(N1C=CN=C1)=O.[C:33]([O:37][C:38]([N:40]1[CH2:46][CH2:45][CH:44]([OH:47])[CH:43]([NH2:48])[CH2:42][CH2:41]1)=[O:39])([CH3:36])([CH3:35])[CH3:34]. Product: [C:33]([O:37][C:38]([N:40]1[CH2:41][CH2:42][CH:43]([NH:48][C:12]([C:10]2[S:11][C:7]3[C:6]([N:15]4[CH2:20][CH2:19][O:18][CH2:17][CH2:16]4)=[CH:5][CH:4]=[C:3]([O:2][CH3:1])[C:8]=3[N:9]=2)=[O:14])[CH:44]([OH:47])[CH2:45][CH2:46]1)=[O:39])([CH3:36])([CH3:34])[CH3:35].